Dataset: NCI-60 drug combinations with 297,098 pairs across 59 cell lines. Task: Regression. Given two drug SMILES strings and cell line genomic features, predict the synergy score measuring deviation from expected non-interaction effect. (1) Drug 1: C1CNP(=O)(OC1)N(CCCl)CCCl. Drug 2: CC12CCC3C(C1CCC2OP(=O)(O)O)CCC4=C3C=CC(=C4)OC(=O)N(CCCl)CCCl.[Na+]. Cell line: MCF7. Synergy scores: CSS=0.508, Synergy_ZIP=7.29, Synergy_Bliss=13.3, Synergy_Loewe=3.19, Synergy_HSA=3.19. (2) Drug 1: C1CC(C1)(C2=CC=C(C=C2)C3=C(C=C4C(=N3)C=CN5C4=NNC5=O)C6=CC=CC=C6)N. Drug 2: CCC1=C2CN3C(=CC4=C(C3=O)COC(=O)C4(CC)O)C2=NC5=C1C=C(C=C5)O. Cell line: HT29. Synergy scores: CSS=57.1, Synergy_ZIP=5.37, Synergy_Bliss=6.41, Synergy_Loewe=8.75, Synergy_HSA=11.3.